Task: Predict the reactants needed to synthesize the given product.. Dataset: Full USPTO retrosynthesis dataset with 1.9M reactions from patents (1976-2016) (1) Given the product [CH2:25]([O:24][C:22]([NH:31][C@H:15]1[CH:14]2[CH:8]3[CH:9]4[C:10]([F:19])([F:20])[CH:11]5[CH:13]2[CH:12]5[CH:6]([CH:7]34)[C@H:5]1[C:3]([O:2][CH3:1])=[O:4])=[O:23])[C:26]1[CH:38]=[CH:37][CH:36]=[CH:35][CH:34]=1, predict the reactants needed to synthesize it. The reactants are: [CH3:1][O:2][C:3]([CH:5]1[CH:15](C(O)=O)[CH:14]2[CH:8]3[CH:9]4[C:10]([F:20])([F:19])[CH:11]5[CH:13]2[CH:12]5[CH:6]1[CH:7]34)=[O:4].Cl[C:22]([O:24][CH2:25][CH3:26])=[O:23].[N-]=[N+]=[N-].[Na+].[N-:31]=C=O.[CH:34]1C=[CH:38][CH:37]=[CH:36][CH:35]=1. (2) Given the product [CH3:25][C:26]1[CH:34]=[C:33]([CH2:35][CH:11]([OH:12])[C:10]([O:17][CH2:18][O:19][CH3:20])([C:13]([F:16])([F:15])[F:14])[CH2:9][C:8]([C:6]2[CH:7]=[C:2]([F:1])[CH:3]=[CH:4][C:5]=2[O:23][CH3:24])([CH3:21])[CH3:22])[CH:32]=[C:28]([CH3:29])[CH:27]=1, predict the reactants needed to synthesize it. The reactants are: [F:1][C:2]1[CH:3]=[CH:4][C:5]([O:23][CH3:24])=[C:6]([C:8]([CH3:22])([CH3:21])[CH2:9][C:10]([O:17][CH2:18][O:19][CH3:20])([C:13]([F:16])([F:15])[F:14])[CH:11]=[O:12])[CH:7]=1.[CH3:25][C:26]1[CH:27]=[C:28]([CH:32]=[C:33]([CH3:35])[CH:34]=1)[CH2:29][Mg]Br. (3) The reactants are: Br[C:2]1[S:3][C:4]([C:8]([N:10]([CH2:17][C:18]2[C:27]3[C:22](=[CH:23][CH:24]=[CH:25][CH:26]=3)[NH:21][C:20](=[O:28])[CH:19]=2)[C:11]2[CH:16]=[CH:15][CH:14]=[CH:13][CH:12]=2)=[O:9])=[C:5]([CH3:7])[N:6]=1.[CH3:29][N:30]1[CH2:35][CH2:34][NH:33][CH2:32][CH2:31]1. Given the product [CH3:7][C:5]1[N:6]=[C:2]([N:33]2[CH2:34][CH2:35][N:30]([CH3:29])[CH2:31][CH2:32]2)[S:3][C:4]=1[C:8]([N:10]([CH2:17][C:18]1[C:27]2[C:22](=[CH:23][CH:24]=[CH:25][CH:26]=2)[NH:21][C:20](=[O:28])[CH:19]=1)[C:11]1[CH:16]=[CH:15][CH:14]=[CH:13][CH:12]=1)=[O:9], predict the reactants needed to synthesize it.